Task: Predict the product of the given reaction.. Dataset: Forward reaction prediction with 1.9M reactions from USPTO patents (1976-2016) (1) Given the reactants C(O[C:6](=O)[NH:7][CH:8]([C:10]1[N:14]([C:15]2[C:20]([F:21])=[CH:19][CH:18]=[CH:17][N:16]=2)[C:13]2[CH:22]=[C:23]([F:26])[CH:24]=[CH:25][C:12]=2[N:11]=1)[CH3:9])(C)(C)C.ClC1[N:37]=[CH:36][N:35]=[C:34]2[C:30]=1[N:31]=[CH:32][N:33]2C1CCCCO1.CCN(C(C)C)C(C)C, predict the reaction product. The product is: [F:26][C:23]1[CH:24]=[CH:25][C:12]2[N:11]=[C:10]([CH:8]([NH:7][C:6]3[N:37]=[CH:36][N:35]=[C:34]4[C:30]=3[N:31]=[CH:32][NH:33]4)[CH3:9])[N:14]([C:15]3[C:20]([F:21])=[CH:19][CH:18]=[CH:17][N:16]=3)[C:13]=2[CH:22]=1. (2) Given the reactants C[O:2][C:3]([C:5]1[C:6]([NH:16][C:17]2[CH:22]=[CH:21][C:20]([Br:23])=[CH:19][C:18]=2[Cl:24])=[C:7]([F:15])[C:8]2[O:12][N:11]=[C:10]([CH3:13])[C:9]=2[CH:14]=1)=[O:4].[Li+].[OH-].Cl, predict the reaction product. The product is: [Br:23][C:20]1[CH:21]=[CH:22][C:17]([NH:16][C:6]2[C:5]([C:3]([OH:4])=[O:2])=[CH:14][C:9]3[C:10]([CH3:13])=[N:11][O:12][C:8]=3[C:7]=2[F:15])=[C:18]([Cl:24])[CH:19]=1. (3) Given the reactants [F:1][C:2]1[CH:7]=[CH:6][C:5]([C:8]2[CH:12]=[CH:11][NH:10][C:9]=2[C:13]([OH:15])=O)=[CH:4][CH:3]=1.[CH2:16]([NH:23][CH2:24][CH2:25][OH:26])[C:17]1[CH:22]=[CH:21][CH:20]=[CH:19][CH:18]=1.CCN=C=NCCCN(C)C.C1C=CC2N(O)N=NC=2C=1.CCN(C(C)C)C(C)C, predict the reaction product. The product is: [CH2:16]([N:23]([CH2:24][CH2:25][OH:26])[C:13]([C:9]1[NH:10][CH:11]=[CH:12][C:8]=1[C:5]1[CH:4]=[CH:3][C:2]([F:1])=[CH:7][CH:6]=1)=[O:15])[C:17]1[CH:22]=[CH:21][CH:20]=[CH:19][CH:18]=1.